This data is from Catalyst prediction with 721,799 reactions and 888 catalyst types from USPTO. The task is: Predict which catalyst facilitates the given reaction. (1) Reactant: [CH2:1]([O:8][C:9](=[O:26])[NH:10][C@H:11]([CH2:19][C:20]1[CH:25]=[CH:24][CH:23]=[CH:22][CH:21]=1)[CH2:12][NH:13][C:14](=[O:18])[C@@H:15]([CH3:17])[NH2:16])[C:2]1[CH:7]=[CH:6][CH:5]=[CH:4][CH:3]=1.[C:27]([O:31][C:32]([NH:34][C@H:35]([C:46](O)=[O:47])[CH2:36][C:37]1[C:42]([CH3:43])=[CH:41][C:40]([OH:44])=[CH:39][C:38]=1[CH3:45])=[O:33])([CH3:30])([CH3:29])[CH3:28].Cl.CN(C)CCCN=C=NCC.O.ON1C2C=CC=CC=2N=N1.CN1CCOCC1. Product: [C:27]([O:31][C:32]([NH:34][C@H:35]([C:46]([NH:16][C@@H:15]([C:14]([NH:13][CH2:12][C@H:11]([NH:10][C:9]([O:8][CH2:1][C:2]1[CH:7]=[CH:6][CH:5]=[CH:4][CH:3]=1)=[O:26])[CH2:19][C:20]1[CH:25]=[CH:24][CH:23]=[CH:22][CH:21]=1)=[O:18])[CH3:17])=[O:47])[CH2:36][C:37]1[C:38]([CH3:45])=[CH:39][C:40]([OH:44])=[CH:41][C:42]=1[CH3:43])=[O:33])([CH3:29])([CH3:30])[CH3:28]. The catalyst class is: 31. (2) Reactant: C([Li])CCC.Br[C:7]1[CH:12]=[CH:11][CH:10]=[CH:9][C:8]=1[C:13]1[CH:18]=[CH:17][C:16]([Cl:19])=[CH:15][CH:14]=1.[CH:20]([CH:22]1[CH2:27][CH2:26][N:25]([C:28]([O:30][C:31]([CH3:34])([CH3:33])[CH3:32])=[O:29])[CH2:24][CH2:23]1)=[O:21]. Product: [Cl:19][C:16]1[CH:17]=[CH:18][C:13]([C:8]2[CH:9]=[CH:10][CH:11]=[CH:12][C:7]=2[CH:20]([OH:21])[CH:22]2[CH2:27][CH2:26][N:25]([C:28]([O:30][C:31]([CH3:33])([CH3:32])[CH3:34])=[O:29])[CH2:24][CH2:23]2)=[CH:14][CH:15]=1. The catalyst class is: 1.